Dataset: Forward reaction prediction with 1.9M reactions from USPTO patents (1976-2016). Task: Predict the product of the given reaction. Given the reactants Br[C:2]1[CH:9]=[CH:8][C:5]([C:6]#[N:7])=[C:4]([CH3:10])[CH:3]=1.[SH:11][CH2:12][CH:13]([OH:15])[CH3:14], predict the reaction product. The product is: [OH:15][CH:13]([CH3:14])[CH2:12][S:11][C:2]1[CH:9]=[CH:8][C:5]([C:6]#[N:7])=[C:4]([CH3:10])[CH:3]=1.